Dataset: Reaction yield outcomes from USPTO patents with 853,638 reactions. Task: Predict the reaction yield, written as a fraction of the theoretical maximum amount of product (1.0 means a 100% yield; for example, 0.34 means a 34% yield). (1) The reactants are C([O:4][C:5]1[CH:19]=[CH:18][C:8]([CH2:9][O:10][CH2:11][CH2:12][N:13]2[CH:17]=[CH:16][N:15]=[N:14]2)=[CH:7][CH:6]=1)C=C.CN1C(=O)CC(=O)N(C)C1=O. The catalyst is ClCCl.C1C=CC([P]([Pd]([P](C2C=CC=CC=2)(C2C=CC=CC=2)C2C=CC=CC=2)([P](C2C=CC=CC=2)(C2C=CC=CC=2)C2C=CC=CC=2)[P](C2C=CC=CC=2)(C2C=CC=CC=2)C2C=CC=CC=2)(C2C=CC=CC=2)C2C=CC=CC=2)=CC=1. The product is [N:13]1([CH2:12][CH2:11][O:10][CH2:9][C:8]2[CH:7]=[CH:6][C:5]([OH:4])=[CH:19][CH:18]=2)[CH:17]=[CH:16][N:15]=[N:14]1. The yield is 0.590. (2) The reactants are [CH:1]1([N:6]2[C:14]3[CH:13]=[C:12]([CH2:15]O)[CH:11]=[C:10]([C:17]([NH:19][CH2:20][C:21]4[C:22](=[O:29])[NH:23][C:24]([CH3:28])=[CH:25][C:26]=4[CH3:27])=[O:18])[C:9]=3[CH:8]=[N:7]2)[CH2:5][CH2:4][CH2:3][CH2:2]1.C1(P(C2C=CC=CC=2)C2C=CC=CC=2)C=CC=CC=1.C(Br)(Br)(Br)[Br:50]. The catalyst is C(Cl)Cl. The product is [Br:50][CH2:15][C:12]1[CH:11]=[C:10]([C:17]([NH:19][CH2:20][C:21]2[C:22](=[O:29])[NH:23][C:24]([CH3:28])=[CH:25][C:26]=2[CH3:27])=[O:18])[C:9]2[CH:8]=[N:7][N:6]([CH:1]3[CH2:5][CH2:4][CH2:3][CH2:2]3)[C:14]=2[CH:13]=1. The yield is 0.518.